The task is: Predict the reactants needed to synthesize the given product.. This data is from Full USPTO retrosynthesis dataset with 1.9M reactions from patents (1976-2016). (1) Given the product [Cl:16][C:17]1[CH:22]=[CH:21][C:20]([NH:23][C:24](=[O:31])[CH2:25][CH2:26][CH2:27][C:28]([N:3]([CH2:1][CH3:2])[C:4]2[CH:9]=[C:8]([C:10]3[CH:14]=[CH:13][O:12][CH:11]=3)[CH:7]=[CH:6][C:5]=2[CH3:15])=[O:30])=[C:19]([CH:18]=1)[C:32]([OH:34])=[O:33], predict the reactants needed to synthesize it. The reactants are: [CH2:1]([NH:3][C:4]1[CH:9]=[C:8]([C:10]2[CH:14]=[CH:13][O:12][CH:11]=2)[CH:7]=[CH:6][C:5]=1[CH3:15])[CH3:2].[Cl:16][C:17]1[CH:22]=[CH:21][C:20]([NH:23][C:24](=[O:31])[CH2:25][CH2:26][CH2:27][C:28]([OH:30])=O)=[C:19]([C:32]([O:34]C)=[O:33])[CH:18]=1. (2) Given the product [Cl:20][C:13]1[N:12]=[C:11]([O:9][CH:6]2[CH2:7][CH2:8][O:3][CH2:4][CH2:5]2)[C:16]([N+:17]([O-:19])=[O:18])=[CH:15][CH:14]=1, predict the reactants needed to synthesize it. The reactants are: [H-].[Na+].[O:3]1[CH2:8][CH2:7][CH:6]([OH:9])[CH2:5][CH2:4]1.Cl[C:11]1[C:16]([N+:17]([O-:19])=[O:18])=[CH:15][CH:14]=[C:13]([Cl:20])[N:12]=1. (3) Given the product [CH3:11][O:10][C:8](=[O:9])[C:7]1[CH:12]=[CH:13][C:14]([O:15][CH3:16])=[C:5]([S:2](=[O:4])(=[O:3])[N:27]([CH:28]2[CH2:33][CH2:32][CH2:31][CH2:30][CH2:29]2)[CH3:26])[CH:6]=1, predict the reactants needed to synthesize it. The reactants are: Cl[S:2]([C:5]1[CH:6]=[C:7]([CH:12]=[CH:13][C:14]=1[O:15][CH3:16])[C:8]([O:10][CH3:11])=[O:9])(=[O:4])=[O:3].C(N(C(C)C)CC)(C)C.[CH3:26][NH:27][CH:28]1[CH2:33][CH2:32][CH2:31][CH2:30][CH2:29]1. (4) Given the product [Cl:1][C:2]1[CH:3]=[C:4]([C:12]2([C:27]([F:28])([F:29])[F:30])[O:16][CH2:15][N:14]=[C:13]2[C:17]2[CH:25]=[CH:24][C:20]([C:21]([NH:52][N:53]3[CH2:58][CH2:57][CH2:56][N:55]([CH2:59][C:60]([F:61])([F:63])[F:62])[C:54]3=[O:64])=[O:22])=[C:19]([CH3:26])[CH:18]=2)[CH:5]=[C:6]([C:8]([F:9])([F:10])[F:11])[CH:7]=1, predict the reactants needed to synthesize it. The reactants are: [Cl:1][C:2]1[CH:3]=[C:4]([C:12]2([C:27]([F:30])([F:29])[F:28])[O:16][CH2:15][N:14]=[C:13]2[C:17]2[CH:25]=[CH:24][C:20]([C:21](O)=[O:22])=[C:19]([CH3:26])[CH:18]=2)[CH:5]=[C:6]([C:8]([F:11])([F:10])[F:9])[CH:7]=1.CCN=C=NCCCN(C)C.C1C=CC2N(O)N=NC=2C=1.[NH2:52][N:53]1[CH2:58][CH2:57][CH2:56][N:55]([CH2:59][C:60]([F:63])([F:62])[F:61])[C:54]1=[O:64]. (5) Given the product [Cl:9][C:5]1[CH:4]=[C:3]2[C:2](=[CH:7][C:6]=1[F:8])[C:15]1[C:14](=[C:23]3[C:18](=[C:17]([Cl:24])[CH:16]=1)[CH:19]=[CH:20][CH:21]=[N:22]3)[NH:13][S:10]2(=[O:11])=[O:12], predict the reactants needed to synthesize it. The reactants are: N[C:2]1[CH:7]=[C:6]([F:8])[C:5]([Cl:9])=[CH:4][C:3]=1[S:10]([NH:13][C:14]1[CH:15]=[CH:16][C:17]([Cl:24])=[C:18]2[C:23]=1[N:22]=[CH:21][CH:20]=[CH:19]2)(=[O:12])=[O:11].N(OC(C)(C)C)=O.CC(O)=O. (6) Given the product [C:19]1(=[C:25]([C:27]2[CH:28]=[CH:29][C:30]([OH:33])=[CH:31][CH:32]=2)[C:7]2[CH:12]=[CH:11][C:10]([CH:13]=[O:17])=[C:9]([F:18])[CH:8]=2)[CH2:20][CH2:21][CH2:22][CH2:23][CH2:24]1, predict the reactants needed to synthesize it. The reactants are: C([Li])CCC.Br[C:7]1[CH:12]=[CH:11][C:10]([CH:13]2[O:17]CCO2)=[C:9]([F:18])[CH:8]=1.[CH:19]1([C:25]([C:27]2[CH:32]=[CH:31][C:30]([O:33]COC)=[CH:29][CH:28]=2)=O)[CH2:24][CH2:23][CH2:22][CH2:21][CH2:20]1.O. (7) The reactants are: [S:1]([OH:5])([OH:4])(=[O:3])=[O:2].CO[C:8](=[NH:10])[NH2:9].CO[C:13](=[NH:15])[NH2:14].[NH2:16][CH2:17][CH2:18][CH2:19][Si:20]([O:25][CH3:26])([O:23][CH3:24])[O:21][CH3:22]. Given the product [S:1]([OH:5])([OH:4])(=[O:3])=[O:2].[NH:16]([CH2:17][CH2:18][CH2:19][Si:20]([O:25][CH3:26])([O:21][CH3:22])[O:23][CH3:24])[C:8]([NH2:9])=[NH:10].[NH:16]([CH2:17][CH2:18][CH2:19][Si:20]([O:25][CH3:26])([O:21][CH3:22])[O:23][CH3:24])[C:13]([NH2:14])=[NH:15], predict the reactants needed to synthesize it. (8) Given the product [CH:1]1([C:7]([N:9]2[CH2:15][C:14]3[N:16]=[CH:17][C:18]([C:20]([NH:26][OH:24])=[O:22])=[CH:19][C:13]=3[O:12][CH2:11][CH2:10]2)=[O:8])[CH2:6][CH2:5][CH2:4][CH2:3][CH2:2]1, predict the reactants needed to synthesize it. The reactants are: [CH:1]1([C:7]([N:9]2[CH2:15][C:14]3[N:16]=[CH:17][C:18]([C:20]([O:22]C)=O)=[CH:19][C:13]=3[O:12][CH2:11][CH2:10]2)=[O:8])[CH2:6][CH2:5][CH2:4][CH2:3][CH2:2]1.[OH-:24].[Na+].[NH2:26]O.Cl.